From a dataset of Full USPTO retrosynthesis dataset with 1.9M reactions from patents (1976-2016). Predict the reactants needed to synthesize the given product. (1) Given the product [NH2:1][C:4]1[CH:5]=[C:6]([C:15]2[CH:16]=[CH:17][C:18]([C:21]([F:24])([F:22])[F:23])=[CH:19][CH:20]=2)[CH:7]=[CH:8][C:9]=1[NH:10][S:11]([NH2:14])(=[O:13])=[O:12], predict the reactants needed to synthesize it. The reactants are: [N+:1]([C:4]1[CH:5]=[C:6]([C:15]2[CH:20]=[CH:19][C:18]([C:21]([F:24])([F:23])[F:22])=[CH:17][CH:16]=2)[CH:7]=[CH:8][C:9]=1[NH:10][S:11]([NH2:14])(=[O:13])=[O:12])([O-])=O. (2) Given the product [C:13]([N:5]1[C:6]2[C:11](=[CH:10][C:9]([F:12])=[CH:8][CH:7]=2)[C@H:2]([NH:1][C:19]2[N:20]=[CH:21][C:22]([C:25]#[N:26])=[N:23][CH:24]=2)[C@@H:3]([CH3:17])[C@@H:4]1[CH3:16])(=[O:15])[CH3:14], predict the reactants needed to synthesize it. The reactants are: [NH2:1][C@H:2]1[C:11]2[C:6](=[CH:7][CH:8]=[C:9]([F:12])[CH:10]=2)[N:5]([C:13](=[O:15])[CH3:14])[C@@H:4]([CH3:16])[C@@H:3]1[CH3:17].Cl[C:19]1[N:20]=[CH:21][C:22]([C:25]#[N:26])=[N:23][CH:24]=1.CCN(C(C)C)C(C)C. (3) Given the product [Br:1][C:2]1[C:6]2[N:7]=[C:8]([C:12]3[CH:17]=[CH:16][N:15]=[CH:14][CH:13]=3)[N:9]=[C:10]([O:11][S:34]([C:23]3[C:24]([CH:31]([CH3:32])[CH3:33])=[CH:25][C:26]([CH:28]([CH3:30])[CH3:29])=[CH:27][C:22]=3[CH:19]([CH3:21])[CH3:20])(=[O:36])=[O:35])[C:5]=2[S:4][C:3]=1[CH3:18], predict the reactants needed to synthesize it. The reactants are: [Br:1][C:2]1[C:6]2[N:7]=[C:8]([C:12]3[CH:17]=[CH:16][N:15]=[CH:14][CH:13]=3)[N:9]=[C:10]([OH:11])[C:5]=2[S:4][C:3]=1[CH3:18].[CH:19]([C:22]1[CH:27]=[C:26]([CH:28]([CH3:30])[CH3:29])[CH:25]=[C:24]([CH:31]([CH3:33])[CH3:32])[C:23]=1[S:34](Cl)(=[O:36])=[O:35])([CH3:21])[CH3:20].CCN(CC)CC. (4) Given the product [CH3:20][N:19]([CH3:21])[C:9]1([C:5]2[CH:6]=[CH:7][CH:8]=[C:3]([F:2])[CH:4]=2)[CH2:18][CH2:17][C:12](=[O:13])[CH2:11][CH2:10]1, predict the reactants needed to synthesize it. The reactants are: Cl.[F:2][C:3]1[CH:4]=[C:5]([C:9]2([N:19]([CH3:21])[CH3:20])[CH2:18][CH2:17][C:12]3(OCC[O:13]3)[CH2:11][CH2:10]2)[CH:6]=[CH:7][CH:8]=1.Cl. (5) The reactants are: [F:1][C:2]1[CH:7]=[CH:6][C:5]([OH:8])=[C:4]([O:9][CH3:10])[CH:3]=1.F[C:12]1[CH:17]=[CH:16][CH:15]=[CH:14][C:13]=1[N+:18]([O-:20])=[O:19].[F:21][C:22]1[CH:35]=[CH:34][C:25]([O:26][C:27]2[CH:33]=[CH:32][CH:31]=[CH:30][C:28]=2[NH2:29])=[C:24]([O:36][CH3:37])[CH:23]=1.[NH2:38][C:39]1[S:40][CH:41]=[CH:42][N:43]=1. Given the product [F:1][C:2]1[CH:7]=[CH:6][C:5]([O:8][C:12]2[CH:17]=[CH:16][CH:15]=[CH:14][C:13]=2[N+:18]([O-:20])=[O:19])=[C:4]([O:9][CH3:10])[CH:3]=1.[F:21][C:22]1[CH:35]=[CH:34][C:25]([O:26][C:27]2[CH:33]=[CH:32][CH:31]=[CH:30][C:28]=2[NH:29][C:10]([NH:38][C:39]2[S:40][CH:41]=[CH:42][N:43]=2)=[O:9])=[C:24]([O:36][CH3:37])[CH:23]=1, predict the reactants needed to synthesize it. (6) Given the product [C:1]([O:5][C:6]([N:8]1[CH2:13][CH2:12][CH:11]([CH2:14][CH:30]([CH:21]2[CH2:25][CH2:24][CH2:23][CH2:22]2)[OH:31])[CH2:10][CH2:9]1)=[O:7])([CH3:4])([CH3:3])[CH3:2], predict the reactants needed to synthesize it. The reactants are: [C:1]([O:5][C:6]([N:8]1[CH2:13][CH2:12][CH:11]([CH2:14]I)[CH2:10][CH2:9]1)=[O:7])([CH3:4])([CH3:3])[CH3:2].C([Li])(C)(C)C.[C:21]1(=O)[CH2:25][CH2:24][CH2:23][CH2:22]1.[NH4+].[Cl-].C[CH2:30][O:31]CC. (7) Given the product [CH2:9]([N:16]1[C:20]([CH2:21][CH2:22][C:23]([O:25][CH2:26][CH3:27])=[O:24])=[CH:19][C:18]([OH:28])=[N:17]1)[C:10]1[CH:11]=[CH:12][CH:13]=[CH:14][CH:15]=1, predict the reactants needed to synthesize it. The reactants are: O1CCCC1CCO.[CH2:9]([N:16]1[C:20](/[CH:21]=[CH:22]/[C:23]([O:25][CH2:26][CH3:27])=[O:24])=[CH:19][C:18]([O:28]CC2C=CC=CC=2)=[N:17]1)[C:10]1[CH:15]=[CH:14][CH:13]=[CH:12][CH:11]=1. (8) Given the product [N:27]1([CH2:9][CH2:8][CH2:7][NH:6][C:5]2[N:10]=[C:9]([C:11]3[N:15]4[CH:16]=[CH:17][CH:18]=[CH:19][C:14]4=[N:13][C:12]=3[C:20]3[CH:25]=[CH:24][CH:23]=[C:22]([CH3:26])[N:21]=3)[CH:8]=[CH:7][N:6]=2)[CH:31]=[CH:30][N:29]=[CH:28]1, predict the reactants needed to synthesize it. The reactants are: CS([C:5]1[N:10]=[C:9]([C:11]2[N:15]3[CH:16]=[CH:17][CH:18]=[CH:19][C:14]3=[N:13][C:12]=2[C:20]2[CH:25]=[CH:24][CH:23]=[C:22]([CH3:26])[N:21]=2)[CH:8]=[CH:7][N:6]=1)(=O)=O.[N:27]1(NCCC)[CH:31]=[CH:30][N:29]=[CH:28]1.